From a dataset of NCI-60 drug combinations with 297,098 pairs across 59 cell lines. Regression. Given two drug SMILES strings and cell line genomic features, predict the synergy score measuring deviation from expected non-interaction effect. (1) Drug 2: C1=NC2=C(N1)C(=S)N=C(N2)N. Drug 1: C1CCC(CC1)NC(=O)N(CCCl)N=O. Cell line: CCRF-CEM. Synergy scores: CSS=62.2, Synergy_ZIP=1.04, Synergy_Bliss=1.02, Synergy_Loewe=-0.836, Synergy_HSA=3.69. (2) Synergy scores: CSS=1.07, Synergy_ZIP=-0.431, Synergy_Bliss=-1.24, Synergy_Loewe=-3.42, Synergy_HSA=-2.83. Cell line: MDA-MB-435. Drug 1: CCC(=C(C1=CC=CC=C1)C2=CC=C(C=C2)OCCN(C)C)C3=CC=CC=C3.C(C(=O)O)C(CC(=O)O)(C(=O)O)O. Drug 2: C(CCl)NC(=O)N(CCCl)N=O. (3) Drug 1: C1=C(C(=O)NC(=O)N1)F. Drug 2: CC1=C(C(=CC=C1)Cl)NC(=O)C2=CN=C(S2)NC3=CC(=NC(=N3)C)N4CCN(CC4)CCO. Cell line: NCI-H460. Synergy scores: CSS=42.7, Synergy_ZIP=3.72, Synergy_Bliss=2.82, Synergy_Loewe=2.26, Synergy_HSA=6.16. (4) Synergy scores: CSS=10.6, Synergy_ZIP=-1.99, Synergy_Bliss=1.67, Synergy_Loewe=-9.26, Synergy_HSA=-2.09. Cell line: BT-549. Drug 2: CNC(=O)C1=NC=CC(=C1)OC2=CC=C(C=C2)NC(=O)NC3=CC(=C(C=C3)Cl)C(F)(F)F. Drug 1: CCCS(=O)(=O)NC1=C(C(=C(C=C1)F)C(=O)C2=CNC3=C2C=C(C=N3)C4=CC=C(C=C4)Cl)F. (5) Synergy scores: CSS=58.0, Synergy_ZIP=-3.56, Synergy_Bliss=-4.43, Synergy_Loewe=-4.83, Synergy_HSA=-0.365. Drug 1: C1C(C(OC1N2C=NC3=C(N=C(N=C32)Cl)N)CO)O. Cell line: SN12C. Drug 2: C1CN1C2=NC(=NC(=N2)N3CC3)N4CC4.